This data is from Forward reaction prediction with 1.9M reactions from USPTO patents (1976-2016). The task is: Predict the product of the given reaction. (1) Given the reactants [F:1][C:2]1[CH:7]=[CH:6][C:5]([N:8]2[C:16]3[C:11](=[CH:12][C:13]([O:17][C@H:18]([C:22]4[CH:27]=[CH:26][CH:25]=[C:24]([O:28][CH3:29])[CH:23]=4)[C@@H:19]([NH2:21])[CH3:20])=[CH:14][CH:15]=3)[CH:10]=[N:9]2)=[CH:4][CH:3]=1.[N:30]1[CH:35]=[CH:34][CH:33]=[CH:32][C:31]=1[C:36](O)=[O:37], predict the reaction product. The product is: [F:1][C:2]1[CH:3]=[CH:4][C:5]([N:8]2[C:16]3[C:11](=[CH:12][C:13]([O:17][C@H:18]([C:22]4[CH:27]=[CH:26][CH:25]=[C:24]([O:28][CH3:29])[CH:23]=4)[C@@H:19]([NH:21][C:36](=[O:37])[C:31]4[CH:32]=[CH:33][CH:34]=[CH:35][N:30]=4)[CH3:20])=[CH:14][CH:15]=3)[CH:10]=[N:9]2)=[CH:6][CH:7]=1. (2) Given the reactants [Br:1][C:2]1[CH:7]=[CH:6][C:5]([O:8][CH3:9])=[CH:4][C:3]=1[OH:10].C(=O)([O-])[O-].[K+].[K+].[CH2:17]([O:24][CH2:25][CH2:26]Br)[C:18]1[CH:23]=[CH:22][CH:21]=[CH:20][CH:19]=1, predict the reaction product. The product is: [Br:1][C:2]1[CH:7]=[CH:6][C:5]([O:8][CH3:9])=[CH:4][C:3]=1[O:10][CH2:26][CH2:25][O:24][CH2:17][C:18]1[CH:23]=[CH:22][CH:21]=[CH:20][CH:19]=1. (3) Given the reactants [N+:1]([C:4]1[CH:13]=[C:12]2[C:7]([CH2:8][CH2:9][CH2:10][CH:11]2OS(C)(=O)=O)=[CH:6][CH:5]=1)([O-:3])=[O:2].C(N(CC)CC)C.[F:26][C:27]([F:36])([F:35])[C:28]1[CH:33]=[CH:32][C:31]([SH:34])=[CH:30][CH:29]=1, predict the reaction product. The product is: [N+:1]([C:4]1[CH:13]=[C:12]2[C:7]([CH2:8][CH2:9][CH2:10][CH:11]2[S:34][C:31]2[CH:30]=[CH:29][C:28]([C:27]([F:26])([F:35])[F:36])=[CH:33][CH:32]=2)=[CH:6][CH:5]=1)([O-:3])=[O:2]. (4) Given the reactants [CH2:1]([O:3][C:4](=[O:32])[C:5]([O:23][C:24]1[CH:29]=[CH:28][C:27]([F:30])=[C:26]([F:31])[CH:25]=1)([CH3:22])[CH:6]([C:8]1[CH:13]=[CH:12][C:11]([O:14][CH2:15][C:16]2[CH:21]=[CH:20][CH:19]=[CH:18][CH:17]=2)=[CH:10][CH:9]=1)O)[CH3:2].B(F)(F)F.CCOCC.C([SiH](CC)CC)C.C([O-])([O-])=O.[Na+].[Na+], predict the reaction product. The product is: [CH2:1]([O:3][C:4](=[O:32])[C:5]([O:23][C:24]1[CH:29]=[CH:28][C:27]([F:30])=[C:26]([F:31])[CH:25]=1)([CH3:22])[CH2:6][C:8]1[CH:9]=[CH:10][C:11]([O:14][CH2:15][C:16]2[CH:21]=[CH:20][CH:19]=[CH:18][CH:17]=2)=[CH:12][CH:13]=1)[CH3:2]. (5) Given the reactants [NH2:1][C:2]1[C:3]2[C:10]([C:11]#[N:12])=[CH:9][N:8]([C@@H:13]3[O:21][C@H:20]([CH2:22][O:23]C(=O)C4C=CC=CC=4)[C@@H:19]([CH3:32])[C@H:14]3[O:15]C(=O)C)[C:4]=2[N:5]=[CH:6][N:7]=1.N.[OH:34]O, predict the reaction product. The product is: [NH2:1][C:2]1[C:3]2[C:10]([C:11]([NH2:12])=[O:34])=[CH:9][N:8]([C@@H:13]3[O:21][C@H:20]([CH2:22][OH:23])[C@@H:19]([CH3:32])[C@H:14]3[OH:15])[C:4]=2[N:5]=[CH:6][N:7]=1. (6) The product is: [OH:14][CH2:13][CH2:12][C@@H:11]1[C@:2]2([CH3:1])[C@H:7]([C:6]([CH3:18])([CH3:17])[CH2:5][CH2:4][CH2:3]2)[CH2:8][CH2:9][C@@:10]1([CH3:16])[OH:15]. Given the reactants [CH3:1][C@@:2]12[C@H:11]3[CH2:12][C:13]([O:15][C@:10]3([CH3:16])[CH2:9][CH2:8][C@H:7]1[C:6]([CH3:18])([CH3:17])[CH2:5][CH2:4][CH2:3]2)=[O:14].[H-].[Al+3].[Li+].[H-].[H-].[H-].O.[OH-].[Na+], predict the reaction product. (7) Given the reactants [CH3:1][O:2][C:3]1[N:8]=[C:7]([C:9]2[C:13]([C:14]([O:16]CC)=[O:15])=[CH:12][NH:11][N:10]=2)[CH:6]=[CH:5][CH:4]=1.[H-].[Na+].Cl[CH2:22][O:23][CH2:24][CH2:25][Si:26]([CH3:29])([CH3:28])[CH3:27], predict the reaction product. The product is: [CH3:1][O:2][C:3]1[N:8]=[C:7]([C:9]2[C:13]([C:14]([OH:16])=[O:15])=[CH:12][N:11]([CH2:22][O:23][CH2:24][CH2:25][Si:26]([CH3:29])([CH3:28])[CH3:27])[N:10]=2)[CH:6]=[CH:5][CH:4]=1.